This data is from Full USPTO retrosynthesis dataset with 1.9M reactions from patents (1976-2016). The task is: Predict the reactants needed to synthesize the given product. (1) Given the product [ClH:1].[Cl:1][C:2]1[CH:3]=[C:4]([C:12]2[O:16][N:15]=[C:14]([C:17]3[CH:26]=[CH:25][CH:24]=[C:23]4[C:18]=3[CH:19]=[CH:20][N:21]=[C:22]4[NH:27][CH2:28][CH2:29][C:30]([OH:32])=[O:31])[N:13]=2)[CH:5]=[CH:6][C:7]=1[O:8][CH:9]([CH3:11])[CH3:10], predict the reactants needed to synthesize it. The reactants are: [Cl:1][C:2]1[CH:3]=[C:4]([C:12]2[O:16][N:15]=[C:14]([C:17]3[CH:26]=[CH:25][CH:24]=[C:23]4[C:18]=3[CH:19]=[CH:20][N:21]=[C:22]4[NH:27][CH2:28][CH2:29][C:30]([O:32]C(C)(C)C)=[O:31])[N:13]=2)[CH:5]=[CH:6][C:7]=1[O:8][CH:9]([CH3:11])[CH3:10].Cl. (2) The reactants are: [Cl:1][C:2]1[CH:7]=[CH:6][C:5]([NH:8][C:9]([CH:11]2[CH2:16][C:15]([F:18])([F:17])[CH2:14][NH:13][CH2:12]2)=[O:10])=[CH:4][CH:3]=1.[O:19]1[CH:23]=[CH:22][CH:21]=[C:20]1[C:24]1[CH:25]=[N:26][CH:27]=[C:28]([CH:32]=1)[C:29](O)=[O:30].C(N(CC)C(C)C)(C)C.Cl.C(N=C=NCCCN(C)C)C. Given the product [Cl:1][C:2]1[CH:3]=[CH:4][C:5]([NH:8][C:9]([CH:11]2[CH2:16][C:15]([F:18])([F:17])[CH2:14][N:13]([C:29]([C:28]3[CH:27]=[N:26][CH:25]=[C:24]([C:20]4[O:19][CH:23]=[CH:22][CH:21]=4)[CH:32]=3)=[O:30])[CH2:12]2)=[O:10])=[CH:6][CH:7]=1, predict the reactants needed to synthesize it. (3) Given the product [CH3:22][O:21][C:16]1[CH:17]=[CH:18][CH:19]=[CH:20][C:15]=1[C:13](=[O:14])[CH2:12][S:1][C:2]1[CH:10]=[CH:9][C:5]([C:6]([OH:8])=[O:7])=[CH:4][CH:3]=1, predict the reactants needed to synthesize it. The reactants are: [SH:1][C:2]1[CH:10]=[CH:9][C:5]([C:6]([OH:8])=[O:7])=[CH:4][CH:3]=1.Br[CH2:12][C:13]([C:15]1[CH:20]=[CH:19][CH:18]=[CH:17][C:16]=1[O:21][CH3:22])=[O:14].C(=O)([O-])[O-].[K+].[K+].Cl. (4) Given the product [Br:1][C:7]1[N:6]=[C:5]([C:10]([O:12][CH3:13])=[O:11])[C:4]([OH:3])=[CH:9][CH:8]=1, predict the reactants needed to synthesize it. The reactants are: [Br:1]Br.[OH:3][C:4]1[C:5]([C:10]([O:12][CH3:13])=[O:11])=[N:6][CH:7]=[CH:8][CH:9]=1. (5) Given the product [Cl:32][C:29]1[CH:30]=[CH:31][C:26]([CH:24]([NH2:21])[CH3:25])=[N:27][CH:28]=1, predict the reactants needed to synthesize it. The reactants are: O.C1(P(C2C=CC=CC=2)C2C=CC=CC=2)C=CC=CC=1.[N:21]([CH:24]([C:26]1[CH:31]=[CH:30][C:29]([Cl:32])=[CH:28][N:27]=1)[CH3:25])=[N+]=[N-].Cl. (6) Given the product [CH2:1]([O:3][C:4](=[O:26])[CH:5]([NH:16][C:17](=[O:25])[C:18]1[CH:23]=[CH:22][CH:21]=[C:20]([I:24])[CH:19]=1)[CH2:11][Si:12]([CH3:13])([CH3:14])[CH3:15])[CH3:2], predict the reactants needed to synthesize it. The reactants are: [CH2:1]([O:3][C:4](=[O:26])[C:5]([NH:16][C:17](=[O:25])[C:18]1[CH:23]=[CH:22][CH:21]=[C:20]([I:24])[CH:19]=1)([CH2:11][Si:12]([CH3:15])([CH3:14])[CH3:13])C(OCC)=O)[CH3:2].[Br-].[Li+].CN(C)C=O.